From a dataset of Full USPTO retrosynthesis dataset with 1.9M reactions from patents (1976-2016). Predict the reactants needed to synthesize the given product. (1) Given the product [NH2:1][C:2]1[CH:9]=[C:8]([O:10][CH3:11])[C:7]([Br:19])=[CH:6][C:3]=1[CH:4]=[O:5], predict the reactants needed to synthesize it. The reactants are: [NH2:1][C:2]1[CH:9]=[C:8]([O:10][CH3:11])[CH:7]=[CH:6][C:3]=1[CH:4]=[O:5].C1C(=O)N([Br:19])C(=O)C1. (2) Given the product [C:11]([O:15][C:16](=[O:23])[NH:17][CH2:18][CH2:19][CH2:20][CH2:21][NH:22][CH:8]([C:5]1[CH:4]=[CH:3][C:2]([CH3:1])=[CH:7][N:6]=1)[CH3:9])([CH3:14])([CH3:12])[CH3:13], predict the reactants needed to synthesize it. The reactants are: [CH3:1][C:2]1[CH:3]=[CH:4][C:5]([C:8](=O)[CH3:9])=[N:6][CH:7]=1.[C:11]([O:15][C:16](=[O:23])[NH:17][CH2:18][CH2:19][CH2:20][CH2:21][NH2:22])([CH3:14])([CH3:13])[CH3:12].[BH-](OC(C)=O)(OC(C)=O)OC(C)=O.[Na+]. (3) Given the product [O:103]([C:104]1[CH:109]=[C:108]([NH:110][C:111](=[O:121])[CH2:112][NH2:113])[CH:107]=[CH:106][C:105]=1[CH2:122][C:123]1[CH:124]=[CH:125][C:126]([CH2:129][CH3:130])=[CH:127][CH:128]=1)[C@@H:102]1[O:131][C@H:132]([C@@H:153]([CH3:163])[OH:154])[C@@H:133]([OH:144])[C@H:134]([OH:135])[C@H:101]1[OH:100], predict the reactants needed to synthesize it. The reactants are: C(O[C@@H]1[C@@H](OC(=O)C2C=CC=CC=2)[C@H](OC(=O)C2C=CC=CC=2)[C@@H]([C@@H](C)OC(=O)C2C=CC=CC=2)O[C@H]1OC1C=C(N)C=CC=1CC1C=CC(CC)=CC=1)(=O)C1C=CC=CC=1.C(OC(NCC(O)=O)=O)(C)(C)C.C(N(CC)CC)C.C(N=C=NCCCN(C)C)C.C([O:100][C@@H:101]1[C@@H:134]([O:135]C(=O)C2C=CC=CC=2)[C@H:133]([O:144]C(=O)C2C=CC=CC=2)[C@@H:132]([C@@H:153]([CH3:163])[O:154]C(=O)C2C=CC=CC=2)[O:131][C@H:102]1[O:103][C:104]1[CH:109]=[C:108]([NH:110][C:111](=[O:121])[CH2:112][NH:113]C(OC(C)(C)C)=O)[CH:107]=[CH:106][C:105]=1[CH2:122][C:123]1[CH:128]=[CH:127][C:126]([CH2:129][CH3:130])=[CH:125][CH:124]=1)(=O)C1C=CC=CC=1.Cl. (4) Given the product [O:1]=[C:2]1[CH2:3][CH2:4][N:5]([C:8]([O:10][C:11]([CH3:14])([CH3:13])[CH3:12])=[O:9])[CH2:6][CH:7]1[C:30]([CH:26]1[CH2:27][CH2:28][CH2:29][O:25]1)=[O:31], predict the reactants needed to synthesize it. The reactants are: [O:1]=[C:2]1[CH2:7][CH2:6][N:5]([C:8]([O:10][C:11]([CH3:14])([CH3:13])[CH3:12])=[O:9])[CH2:4][CH2:3]1.[Li+].C[Si]([N-][Si](C)(C)C)(C)C.[O:25]1[CH2:29][CH2:28][CH2:27][CH:26]1[C:30](Cl)=[O:31].